From a dataset of Catalyst prediction with 721,799 reactions and 888 catalyst types from USPTO. Predict which catalyst facilitates the given reaction. Reactant: [OH:1][C:2]1[C:14]2[C:13]3[C:8](=[CH:9][CH:10]=[CH:11][CH:12]=3)[NH:7][C:6]=2[CH:5]=[CH:4][CH:3]=1.[CH2:15]([CH:17]1[O:19][CH2:18]1)Cl.C(=O)([O-])[O-].[K+].[K+]. Product: [O:19]1[CH2:18][CH:17]1[CH2:15][O:1][C:2]1[C:14]2[C:13]3[C:8](=[CH:9][CH:10]=[CH:11][CH:12]=3)[NH:7][C:6]=2[CH:5]=[CH:4][CH:3]=1. The catalyst class is: 41.